From a dataset of Reaction yield outcomes from USPTO patents with 853,638 reactions. Predict the reaction yield, written as a fraction of the theoretical maximum amount of product (1.0 means a 100% yield; for example, 0.34 means a 34% yield). (1) The reactants are [Cl:1][C:2]1[N:7]=[CH:6][NH:5][C:4]2=[N:8][CH:9]=[CH:10][C:3]=12.[H-].[Na+].[CH3:13][Si:14]([CH2:17][CH2:18][O:19][CH2:20]Cl)([CH3:16])[CH3:15]. The catalyst is O.CC(OC)(C)C. The product is [Cl:1][C:2]1[C:3]2[CH:10]=[CH:9][N:8]([CH2:20][O:19][CH2:18][CH2:17][Si:14]([CH3:16])([CH3:15])[CH3:13])[C:4]=2[N:5]=[CH:6][N:7]=1. The yield is 0.889. (2) The reactants are Cl[C:2]1[CH:17]=[CH:16][C:5]2[NH:6][C:7](=[O:15])[C:8]3[CH:14]=[CH:13][CH:12]=[CH:11][C:9]=3[NH:10][C:4]=2[CH:3]=1.C([O-])=O.[Na+]. The catalyst is O. The product is [CH:14]1[C:8]2[C:7](=[O:15])[NH:6][C:5]3[CH:16]=[CH:17][CH:2]=[CH:3][C:4]=3[NH:10][C:9]=2[CH:11]=[CH:12][CH:13]=1. The yield is 0.780. (3) The reactants are [CH2:1]([N:4]1[CH2:12][C:11]2[C:6](=[CH:7][CH:8]=[C:9]([NH2:13])[CH:10]=2)[CH2:5]1)[C:2]#[CH:3].Cl[C:15]1[N:20]=[C:19]([NH:21][C@@H:22]2[CH2:27][CH2:26][CH2:25][N:24]([C:28](=[O:31])[CH:29]=[CH2:30])[CH2:23]2)[C:18]([F:32])=[CH:17][N:16]=1.CN(C1C(C2C(P(C3CCCCC3)C3CCCCC3)=CC=CC=2)=CC=CC=1)C.C([O-])([O-])=O.[Cs+].[Cs+]. The catalyst is C(O)(CC)(C)C.C1C=CC(/C=C/C(/C=C/C2C=CC=CC=2)=O)=CC=1.C1C=CC(/C=C/C(/C=C/C2C=CC=CC=2)=O)=CC=1.[Pd]. The product is [F:32][C:18]1[C:19]([NH:21][C@@H:22]2[CH2:27][CH2:26][CH2:25][N:24]([C:28](=[O:31])[CH:29]=[CH2:30])[CH2:23]2)=[N:20][C:15]([NH:13][C:9]2[CH:10]=[C:11]3[C:6](=[CH:7][CH:8]=2)[CH2:5][N:4]([CH2:1][C:2]#[CH:3])[CH2:12]3)=[N:16][CH:17]=1. The yield is 0.180. (4) The yield is 0.900. The product is [CH:11]1[C:12]2[C:7](=[CH:6][CH:5]=[C:4]([NH2:1])[CH:13]=2)[CH:8]=[CH:9][N:10]=1. The catalyst is CO.[Pd]. The reactants are [N+:1]([C:4]1[CH:13]=[C:12]2[C:7]([CH:8]=[CH:9][N:10]=[CH:11]2)=[CH:6][CH:5]=1)([O-])=O. (5) The reactants are O1CCCC1.[C:6]1([S:12][C:13]2[N:18]=[CH:17][C:16]([CH2:19][C:20](Cl)=[N:21][OH:22])=[CH:15][CH:14]=2)[CH:11]=[CH:10][CH:9]=[CH:8][CH:7]=1.[C:24]([C:26]1[C:27]([NH2:32])=[N:28][CH:29]=[CH:30][CH:31]=1)#[CH:25].C(N(CC)CC)C. The catalyst is O. The product is [C:6]1([S:12][C:13]2[N:18]=[CH:17][C:16]([CH2:19][C:20]3[CH:25]=[C:24]([C:26]4[C:27]([NH2:32])=[N:28][CH:29]=[CH:30][CH:31]=4)[O:22][N:21]=3)=[CH:15][CH:14]=2)[CH:11]=[CH:10][CH:9]=[CH:8][CH:7]=1. The yield is 0.230. (6) The reactants are [N:1]1([C:7]2[CH:12]=[CH:11][C:10]([NH:13][C:14]3[C:15]4[N:16]([CH:30]=[CH:31][N:32]=4)[C:17]([C:20]4[CH:21]=[C:22]5[C:26](=[CH:27][CH:28]=4)[C:25](=[O:29])[NH:24][CH2:23]5)=[CH:18][N:19]=3)=[CH:9][CH:8]=2)[CH2:6][CH2:5]O[CH2:3][CH2:2]1.BrC1N2C=CN=C2C([NH:43][C:44]2[CH:49]=[CH:49][C:44]([N:43]3CCN(C(C)C)CC3)=[CH:45][CH:45]=2)=NC=1.CC1(C)C(C)(C)OB(C2C=C3C(=CC=2)C(=O)NC3)O1.C([O-])([O-])=O.[Na+].[Na+]. The catalyst is O1CCOCC1.C1C=CC([P]([Pd]([P](C2C=CC=CC=2)(C2C=CC=CC=2)C2C=CC=CC=2)([P](C2C=CC=CC=2)(C2C=CC=CC=2)C2C=CC=CC=2)[P](C2C=CC=CC=2)(C2C=CC=CC=2)C2C=CC=CC=2)(C2C=CC=CC=2)C2C=CC=CC=2)=CC=1. The product is [CH:44]([N:43]1[CH2:5][CH2:6][N:1]([C:7]2[CH:12]=[CH:11][C:10]([NH:13][C:14]3[C:15]4[N:16]([CH:30]=[CH:31][N:32]=4)[C:17]([C:20]4[CH:21]=[C:22]5[C:26](=[CH:27][CH:28]=4)[C:25](=[O:29])[NH:24][CH2:23]5)=[CH:18][N:19]=3)=[CH:9][CH:8]=2)[CH2:2][CH2:3]1)([CH3:49])[CH3:45]. The yield is 0.550. (7) The catalyst is CN(C)C=O. The product is [C:15]([Si:12]([CH3:14])([CH3:13])[N:1]1[C:5]2=[N:6][CH:7]=[CH:8][CH:9]=[C:4]2[CH2:3][CH2:2]1)([CH3:18])([CH3:17])[CH3:16]. The yield is 0.660. The reactants are [NH:1]1[C:5]2=[N:6][CH:7]=[CH:8][CH:9]=[C:4]2[CH2:3][CH2:2]1.[H-].[Na+].[Si:12](Cl)([C:15]([CH3:18])([CH3:17])[CH3:16])([CH3:14])[CH3:13].